This data is from Full USPTO retrosynthesis dataset with 1.9M reactions from patents (1976-2016). The task is: Predict the reactants needed to synthesize the given product. (1) Given the product [Br:1][C:2]1[CH:3]=[CH:4][CH:5]=[C:6]2[C:10]=1[NH:9][C:8]([C:11]([O:13][CH2:14][CH3:15])=[O:12])=[C:7]2[CH2:16][CH2:17][CH2:18][OH:19], predict the reactants needed to synthesize it. The reactants are: [Br:1][C:2]1[CH:3]=[CH:4][CH:5]=[C:6]2[C:10]=1[NH:9][C:8]([C:11]([O:13][CH2:14][CH3:15])=[O:12])=[C:7]2[CH2:16][CH2:17][C:18](OCC)=[O:19].B.C1COCC1. (2) Given the product [CH3:28][O:27][N:26]([CH3:25])[C:19]([C:18]1[C:12]2[O:11][C:10]([C:4]3[CH:5]=[CH:6][C:7]([O:8][CH3:9])=[C:2]([F:1])[CH:3]=3)=[CH:14][C:13]=2[CH:15]=[C:16]([O:22][CH3:23])[CH:17]=1)=[O:20], predict the reactants needed to synthesize it. The reactants are: [F:1][C:2]1[CH:3]=[C:4]([C:10]2[O:11][C:12]3[C:18]([C:19](O)=[O:20])=[CH:17][C:16]([O:22][CH3:23])=[CH:15][C:13]=3[CH:14]=2)[CH:5]=[CH:6][C:7]=1[O:8][CH3:9].Cl.[CH3:25][NH:26][O:27][CH3:28].CCN=C=NCCCN(C)C.O. (3) Given the product [C:1]([C:3]1[CH:4]=[C:5]([CH:9]=[C:10]([C:12]2[CH:17]=[CH:16][CH:15]=[C:14]([F:18])[CH:13]=2)[CH:11]=1)[C:6]([NH:19][C:20]1[C:25]([F:26])=[CH:24][CH:23]=[C:22]([OH:27])[C:21]=1[F:28])=[O:8])#[N:2], predict the reactants needed to synthesize it. The reactants are: [C:1]([C:3]1[CH:4]=[C:5]([CH:9]=[C:10]([C:12]2[CH:17]=[CH:16][CH:15]=[C:14]([F:18])[CH:13]=2)[CH:11]=1)[C:6]([OH:8])=O)#[N:2].[NH2:19][C:20]1[C:21]([F:28])=[C:22]([OH:27])[CH:23]=[CH:24][C:25]=1[F:26].C([O-])(O)=O.[Na+]. (4) Given the product [CH:2]1[C:11]2[C:6](=[CH:7][CH:8]=[CH:9][C:10]=2[S:21]([Cl:1])(=[O:23])=[O:22])[CH:5]=[CH:4][N:3]=1, predict the reactants needed to synthesize it. The reactants are: [ClH:1].[CH:2]1[C:11]2[C:6](=[CH:7][CH:8]=[CH:9][C:10]=2N)[CH:5]=[CH:4][N:3]=1.C(O)(=O)C.N([O-])=O.[Na+].[S:21](=[O:23])=[O:22].